The task is: Predict the reaction yield, written as a fraction of the theoretical maximum amount of product (1.0 means a 100% yield; for example, 0.34 means a 34% yield).. This data is from Reaction yield outcomes from USPTO patents with 853,638 reactions. (1) The reactants are O.Cl[CH2:3][C:4]1[O:12][C:11]2[C:10]([C:13]3[CH:14]=[C:15]([CH:21]=[CH:22][CH:23]=3)[C:16]([O:18][CH2:19][CH3:20])=[O:17])=[CH:9][N:8]=[CH:7][C:6]=2[CH:5]=1.[F:24][C:25]([F:36])([F:35])[C:26]1[CH:27]=[C:28](B(O)O)[CH:29]=[CH:30][CH:31]=1.P([O-])([O-])([O-])=O.[Cs+].[Cs+].[Cs+]. The catalyst is ClCCl.C1COCC1. The product is [F:24][C:25]([F:36])([F:35])[C:26]1[CH:31]=[C:30]([CH:29]=[CH:28][CH:27]=1)[CH2:3][C:4]1[O:12][C:11]2[C:10]([C:13]3[CH:14]=[C:15]([CH:21]=[CH:22][CH:23]=3)[C:16]([O:18][CH2:19][CH3:20])=[O:17])=[CH:9][N:8]=[CH:7][C:6]=2[CH:5]=1. The yield is 0.580. (2) The reactants are [CH3:1][N:2]1[CH2:7][CH2:6][N:5]([CH2:8][C:9]2[CH:14]=[CH:13][C:12]([N+:15]([O-])=O)=[CH:11][CH:10]=2)[CH2:4][CH2:3]1.CO.[Cl-].[NH4+]. The catalyst is [Zn].C(OCC)C. The product is [CH3:1][N:2]1[CH2:7][CH2:6][N:5]([CH2:8][C:9]2[CH:14]=[CH:13][C:12]([NH2:15])=[CH:11][CH:10]=2)[CH2:4][CH2:3]1. The yield is 0.770. (3) The catalyst is CN(C=O)C. The product is [NH2:6][C:7]1[CH:8]=[CH:9][C:10](/[CH:11]=[CH:12]/[C:13]([N:29]([CH3:30])[CH2:28][C:20]2[N:19]([CH3:18])[C:27]3[C:22]([CH:21]=2)=[CH:23][CH:24]=[CH:25][CH:26]=3)=[O:15])=[CH:16][CH:17]=1. The yield is 0.190. The reactants are C(Cl)CCl.Cl.[NH2:6][C:7]1[CH:17]=[CH:16][C:10]([CH:11]=[CH:12][C:13]([OH:15])=O)=[CH:9][CH:8]=1.[CH3:18][N:19]1[C:27]2[C:22](=[CH:23][CH:24]=[CH:25][CH:26]=2)[CH:21]=[C:20]1[CH2:28][NH:29][CH3:30].C1C=CC2N(O)N=NC=2C=1.O.C(N(CC)CC)C.